This data is from Forward reaction prediction with 1.9M reactions from USPTO patents (1976-2016). The task is: Predict the product of the given reaction. (1) Given the reactants C[O:2][C:3]([C:5]1[N:6]=[C:7]([CH3:10])[O:8][CH:9]=1)=[O:4].[OH-].[Na+], predict the reaction product. The product is: [CH3:10][C:7]1[O:8][CH:9]=[C:5]([C:3]([OH:4])=[O:2])[N:6]=1. (2) Given the reactants [CH:1]([NH:4][C:5]([C@H:7]1[CH2:11][CH2:10][CH:9]([CH3:12])[N:8]1C(OCC=C)=O)=[O:6])([CH3:3])[CH3:2].[BH4-].[Na+], predict the reaction product. The product is: [CH:1]([NH:4][C:5]([C@H:7]1[CH2:11][CH2:10][CH:9]([CH3:12])[NH:8]1)=[O:6])([CH3:3])[CH3:2]. (3) Given the reactants [C:1]([O:5][C:6]([N:8]1[C@@H:12]([CH3:13])[C@H:11]([F:14])[CH2:10][C@H:9]1[C:15]([OH:17])=O)=[O:7])([CH3:4])([CH3:3])[CH3:2].CN(C(ON1N=NC2C=CC=NC1=2)=[N+](C)C)C.F[P-](F)(F)(F)(F)F.CCN(C(C)C)C(C)C.Cl.[F:52][C:53]([F:73])([F:72])[C:54]1[C:55]([CH2:70][NH2:71])=[CH:56][C:57]([C:60]2[CH:61]=[N:62][C:63]([C:66]([F:69])([F:68])[F:67])=[N:64][CH:65]=2)=[N:58][CH:59]=1, predict the reaction product. The product is: [F:14][C@@H:11]1[CH2:10][C@@H:9]([C:15](=[O:17])[NH:71][CH2:70][C:55]2[C:54]([C:53]([F:52])([F:72])[F:73])=[CH:59][N:58]=[C:57]([C:60]3[CH:61]=[N:62][C:63]([C:66]([F:69])([F:68])[F:67])=[N:64][CH:65]=3)[CH:56]=2)[N:8]([C:6]([O:5][C:1]([CH3:2])([CH3:3])[CH3:4])=[O:7])[C@H:12]1[CH3:13]. (4) Given the reactants [CH3:1][C:2]1([C:8]2[CH:13]=[CH:12][CH:11]=[CH:10][CH:9]=2)[C:5](=[O:6])[CH2:4][C:3]1=[O:7].[CH:14](=O)[C:15]1[CH:20]=[CH:19][CH:18]=[CH:17][CH:16]=1.[CH3:22][C:23]1[CH:31]=[C:30]2[C:26]([C:27]([CH2:32][NH:33][C:34](=[O:36])[CH3:35])=[CH:28][NH:29]2)=[CH:25][CH:24]=1, predict the reaction product. The product is: [OH:6][C:5]1[C:2]([CH3:1])([C:8]2[CH:13]=[CH:12][CH:11]=[CH:10][CH:9]=2)[C:3](=[O:7])[C:4]=1[CH:14]([C:15]1[CH:20]=[CH:19][CH:18]=[CH:17][CH:16]=1)[C:28]1[NH:29][C:30]2[C:26]([C:27]=1[CH2:32][NH:33][C:34](=[O:36])[CH3:35])=[CH:25][CH:24]=[C:23]([CH3:22])[CH:31]=2. (5) The product is: [Cl:1][C:2]([Cl:11])([Cl:12])[CH:3]([OH:10])[CH2:4][C:5]([O:7][CH2:8][CH3:9])=[O:6]. Given the reactants [Cl:1][C:2]([Cl:12])([Cl:11])[C:3](=[O:10])[CH2:4][C:5]([O:7][CH2:8][CH3:9])=[O:6], predict the reaction product.